From a dataset of Experimentally validated miRNA-target interactions with 360,000+ pairs, plus equal number of negative samples. Binary Classification. Given a miRNA mature sequence and a target amino acid sequence, predict their likelihood of interaction. (1) The miRNA is hsa-miR-6503-5p with sequence AGGUCUGCAUUCAAAUCCCCAGA. The protein sequence of the target gene is MMAAGAAVALALWLLLPAVGVGEAGPPPIQDGEFTFLLPAGRKQCFYQSAPANASLETEYQVIGGAGLDVDFTLESPQGVLLVSESRKADGVHTVEPTEAGDYRLCFDNSFSTISEKLVFFELIFDSFQDEEEVEGWAEAVEPEEMLDVKMEDIKESIETMRTRLERSIQMLTLLRAFEARDRNLQEDNLERVNFWSAANVAVLLLVAVLQVCTLKRFFHDKRPVPT. Result: 0 (no interaction). (2) The miRNA is mmu-miR-124-3p with sequence UAAGGCACGCGGUGAAUGCC. The protein sequence of the target gene is MYPESTTGSPARLSLRQTGSPGMIYSTRYGSPKRQLQFYRNLGKSGLRVSCLGLGTWVTFGGQITDEMAEHLMTLAYDNGINLFDTAEVYAAGKAEVVLGNIIKKKGWRRSSLVITTKIFWGGKAETERGLSRKHIIEGLKASLERLQLEYVDVVFANRPDPNTPMEETVRAMTHVINQGMAMYWGTSRWSSMEIMEAYSVARQFNLIPPICEQAEYHMFQREKVEVQLPELFHKIGVGAMTWSPLACGIVSGKYDSGIPPYSRASLKGYQWLKDKILSEEGRRQQAKLKELQAIAERLG.... Result: 1 (interaction).